Dataset: Reaction yield outcomes from USPTO patents with 853,638 reactions. Task: Predict the reaction yield, written as a fraction of the theoretical maximum amount of product (1.0 means a 100% yield; for example, 0.34 means a 34% yield). (1) The reactants are [CH3:1][C:2]1[C:6]([CH2:7][N:8]2[CH:12]=[C:11]([NH:13][C:14](=[O:25])[C:15]3[CH:20]=[C:19]([O:21][CH3:22])[C:18]([OH:23])=[C:17](O)[CH:16]=3)[CH:10]=[N:9]2)=[C:5]([CH3:26])[O:4][N:3]=1.[C:27](=[O:30])([O-])[O-].[Cs+].[Cs+].Br[CH:34](Br)C. No catalyst specified. The product is [CH3:1][C:2]1[C:6]([CH2:7][N:8]2[CH:12]=[C:11]([NH:13][C:14]([C:15]3[CH:16]=[C:17]([O:30][CH3:27])[C:18]4[O:23][CH2:34][CH2:22][O:21][C:19]=4[CH:20]=3)=[O:25])[CH:10]=[N:9]2)=[C:5]([CH3:26])[O:4][N:3]=1. The yield is 0.200. (2) The reactants are [CH3:1][C:2]1[CH:16]=[CH:15][C:5]([C:6]([N:8]2[CH2:13][CH2:12][CH2:11][C@@H:10]([NH2:14])[CH2:9]2)=[O:7])=[CH:4][CH:3]=1.[Cl:17][C:18]1[CH:26]=[CH:25][C:21]([C:22](Cl)=[O:23])=[CH:20][CH:19]=1.[OH-].[Na+].[Cl-].[Na+]. The catalyst is ClC1C=CC=CC=1. The product is [CH3:1][C:2]1[CH:3]=[CH:4][C:5]([C:6]([N:8]2[CH2:13][CH2:12][CH2:11][C@@H:10]([NH:14][C:22](=[O:23])[C:21]3[CH:25]=[CH:26][C:18]([Cl:17])=[CH:19][CH:20]=3)[CH2:9]2)=[O:7])=[CH:15][CH:16]=1. The yield is 0.840. (3) The reactants are II.[Mg].Br[C:5]1[S:6][CH:7]=[CH:8][CH:9]=1.[C:10]([O:14][C:15]([N:17]1[CH2:22][CH2:21][C:20](C#N)([N:23]([CH3:25])[CH3:24])[CH2:19][CH2:18]1)=[O:16])([CH3:13])([CH3:12])[CH3:11].[NH4+].[Cl-]. The catalyst is C(OCC)C.C1COCC1. The product is [C:10]([O:14][C:15]([N:17]1[CH2:18][CH2:19][C:20]([N:23]([CH3:25])[CH3:24])([C:5]2[S:6][CH:7]=[CH:8][CH:9]=2)[CH2:21][CH2:22]1)=[O:16])([CH3:13])([CH3:12])[CH3:11]. The yield is 0.250. (4) The reactants are [C:1]([C:4]1[CH:5]=[C:6]([CH:10]=[C:11]([Br:14])[C:12]=1[OH:13])[C:7]([OH:9])=[O:8])(=[O:3])[CH3:2].S(Cl)(Cl)=O.[CH3:19]O. No catalyst specified. The product is [C:1]([C:4]1[CH:5]=[C:6]([CH:10]=[C:11]([Br:14])[C:12]=1[OH:13])[C:7]([O:9][CH3:19])=[O:8])(=[O:3])[CH3:2]. The yield is 0.427. (5) The reactants are Cl[C:2]1[C:7]([C:8]([O:10][CH2:11][CH3:12])=[O:9])=[CH:6][N:5]=[C:4]([S:13][CH3:14])[N:3]=1.[CH3:15][NH2:16]. The catalyst is CCO. The product is [CH3:15][NH:16][C:2]1[C:7]([C:8]([O:10][CH2:11][CH3:12])=[O:9])=[CH:6][N:5]=[C:4]([S:13][CH3:14])[N:3]=1. The yield is 0.880. (6) The reactants are [Cl:1][C:2]1[CH:3]=[N:4][CH:5]=[CH:6][C:7]=1[CH2:8][S:9][C:10]1[N:15]=[C:14]([OH:16])[CH:13]=[C:12]([CH3:17])[N:11]=1.Cl.O1CCOCC1. The catalyst is CO. The product is [ClH:1].[Cl:1][C:2]1[CH:3]=[N:4][CH:5]=[CH:6][C:7]=1[CH2:8][S:9][C:10]1[N:15]=[C:14]([OH:16])[CH:13]=[C:12]([CH3:17])[N:11]=1. The yield is 0.910.